Dataset: Catalyst prediction with 721,799 reactions and 888 catalyst types from USPTO. Task: Predict which catalyst facilitates the given reaction. (1) Reactant: [N:1]1[NH:2][N:3]=[C:4]([C:6]([O:8][CH2:9][CH3:10])=[O:7])[CH:5]=1.C(=O)([O-])[O-].[K+].[K+].I[CH:18]([CH3:20])[CH3:19]. Product: [CH3:19][CH:18]([N:2]1[N:3]=[C:4]([C:6]([O:8][CH2:9][CH3:10])=[O:7])[CH:5]=[N:1]1)[CH3:20]. The catalyst class is: 10. (2) Reactant: [NH2:1][C@@H:2]([C:5]1[CH:10]=[C:9]([F:11])[CH:8]=[C:7]([Br:12])[CH:6]=1)[CH2:3][OH:4].[CH3:13][C:14]([O:17][C:18](O[C:18]([O:17][C:14]([CH3:16])([CH3:15])[CH3:13])=[O:19])=[O:19])([CH3:16])[CH3:15]. Product: [Br:12][C:7]1[CH:6]=[C:5]([C@H:2]([NH:1][C:18](=[O:19])[O:17][C:14]([CH3:16])([CH3:15])[CH3:13])[CH2:3][OH:4])[CH:10]=[C:9]([F:11])[CH:8]=1. The catalyst class is: 2. (3) Reactant: [F:1][C:2]([F:13])([F:12])[C:3]1[CH:8]=[CH:7][C:6]([N:9]=[C:10]=[O:11])=[CH:5][CH:4]=1.[NH2:14][CH:15]1[CH2:20][CH2:19][N:18]([C:21]([O:23][C:24]([CH3:27])([CH3:26])[CH3:25])=[O:22])[CH2:17][CH2:16]1. Product: [F:1][C:2]([F:12])([F:13])[C:3]1[CH:4]=[CH:5][C:6]([NH:9][C:10](=[O:11])[NH:14][CH:15]2[CH2:16][CH2:17][N:18]([C:21]([O:23][C:24]([CH3:27])([CH3:26])[CH3:25])=[O:22])[CH2:19][CH2:20]2)=[CH:7][CH:8]=1. The catalyst class is: 8. (4) Reactant: C([N:8]1[CH2:13][CH2:12][N:11](CC2C=CC=CC=2)[CH2:10][CH:9]1[CH2:21][N:22]([CH3:24])[CH3:23])C1C=CC=CC=1. Product: [CH3:23][N:22]([CH3:24])[CH2:21][CH:9]1[CH2:10][NH:11][CH2:12][CH2:13][NH:8]1. The catalyst class is: 50. (5) Reactant: Br[C:2]1[CH:11]=[C:10]2[C:5]([CH2:6][CH2:7][NH:8][C:9]2=[O:12])=[CH:4][CH:3]=1.[CH:13](B1OB(C=C)OB(C=C)O1)=[CH2:14].C([O-])([O-])=O.[K+].[K+].O. Product: [CH:13]([C:2]1[CH:11]=[C:10]2[C:5]([CH2:6][CH2:7][NH:8][C:9]2=[O:12])=[CH:4][CH:3]=1)=[CH2:14]. The catalyst class is: 104. (6) Reactant: [CH2:1]([O:8][C:9]([N:11]1[CH2:16][CH2:15][CH2:14][C@@H:13]([C:17](=[N:25][NH:26][C:27]([O:29][C:30]([CH3:33])([CH3:32])[CH3:31])=[O:28])[CH2:18][CH2:19][CH:20](OC)OC)[CH2:12]1)=[O:10])[C:2]1[CH:7]=[CH:6][CH:5]=[CH:4][CH:3]=1. Product: [CH2:1]([O:8][C:9]([N:11]1[CH2:16][CH2:15][CH2:14][C@@H:13]([C:17]2[N:25]([NH:26][C:27]([O:29][C:30]([CH3:33])([CH3:32])[CH3:31])=[O:28])[CH:20]=[CH:19][CH:18]=2)[CH2:12]1)=[O:10])[C:2]1[CH:7]=[CH:6][CH:5]=[CH:4][CH:3]=1. The catalyst class is: 52. (7) Reactant: [CH3:1][N:2]1[C:7](=[O:8])[C:6]2=[C:9]([C:23]3[CH:24]=[C:25]([CH:29]=[CH:30][CH:31]=3)[C:26]([OH:28])=[O:27])[N:10]([CH2:12][C:13]3[C:22]4[C:17](=[CH:18][CH:19]=[CH:20][CH:21]=4)[CH:16]=[CH:15][CH:14]=3)[N:11]=[C:5]2[NH:4][C:3]1=[O:32].C1(P(C2C=CC=CC=2)C2C=CC=CC=2)C=CC=CC=1.[Cl:52][C:53]1[CH:58]=[CH:57][CH:56]=[CH:55][C:54]=1[CH2:59]O. Product: [Cl:52][C:53]1[CH:58]=[CH:57][CH:56]=[CH:55][C:54]=1[CH2:59][N:4]1[C:5]2=[N:11][N:10]([CH2:12][C:13]3[C:22]4[C:17](=[CH:18][CH:19]=[CH:20][CH:21]=4)[CH:16]=[CH:15][CH:14]=3)[C:9]([C:23]3[CH:24]=[C:25]([CH:29]=[CH:30][CH:31]=3)[C:26]([OH:28])=[O:27])=[C:6]2[C:7](=[O:8])[N:2]([CH3:1])[C:3]1=[O:32]. The catalyst class is: 1. (8) Reactant: [CH3:1][O:2][C:3]([C:5]1[N:6]=[C:7](N)[S:8][C:9]=1[CH2:10][CH2:11][C:12]1[CH:17]=[CH:16][CH:15]=[CH:14][CH:13]=1)=[O:4].N(OCCC(C)C)=O. Product: [CH3:1][O:2][C:3]([C:5]1[N:6]=[CH:7][S:8][C:9]=1[CH2:10][CH2:11][C:12]1[CH:17]=[CH:16][CH:15]=[CH:14][CH:13]=1)=[O:4]. The catalyst class is: 1. (9) Reactant: [NH2:1][C:2]1[CH:3]=[CH:4][C:5]2[O:10][CH2:9][C:8](=[O:11])[NH:7][C:6]=2[CH:12]=1.[CH2:13]([CH:20]1[CH2:25][CH2:24][N:23]([C:26](=[O:30])[C:27](O)=[O:28])[CH2:22][CH2:21]1)[C:14]1[CH:19]=[CH:18][CH:17]=[CH:16][CH:15]=1. Product: [CH2:13]([CH:20]1[CH2:21][CH2:22][N:23]([C:26](=[O:30])[C:27]([NH:1][C:2]2[CH:3]=[CH:4][C:5]3[O:10][CH2:9][C:8](=[O:11])[NH:7][C:6]=3[CH:12]=2)=[O:28])[CH2:24][CH2:25]1)[C:14]1[CH:15]=[CH:16][CH:17]=[CH:18][CH:19]=1. The catalyst class is: 27.